This data is from Full USPTO retrosynthesis dataset with 1.9M reactions from patents (1976-2016). The task is: Predict the reactants needed to synthesize the given product. (1) Given the product [F:29][C:27]1[CH:26]=[C:25]([F:30])[CH:24]=[C:23]2[C:28]=1[CH:19]([O:1][C:2]1[C:10]3[N:9]=[C:8]([CH3:11])[N:7]([CH3:12])[C:6]=3[CH:5]=[C:4]([C:13]([N:15]([CH3:16])[CH3:17])=[O:14])[CH:3]=1)[CH2:20][CH2:21][O:22]2, predict the reactants needed to synthesize it. The reactants are: [OH:1][C:2]1[C:10]2[N:9]=[C:8]([CH3:11])[N:7]([CH3:12])[C:6]=2[CH:5]=[C:4]([C:13]([N:15]([CH3:17])[CH3:16])=[O:14])[CH:3]=1.Cl[CH:19]1[C:28]2[C:23](=[CH:24][C:25]([F:30])=[CH:26][C:27]=2[F:29])[O:22][CH2:21][CH2:20]1. (2) The reactants are: [CH2:1]([O:8][C:9](=[O:40])[NH:10][CH2:11][C:12]1[CH:17]=[CH:16][CH:15]=[C:14]([CH:18]2[CH2:23][CH2:22][N:21]([C:24](=[O:39])[C:25]3[CH:30]=[CH:29][CH:28]=[C:27]([NH:31][C:32](=[O:38])[CH:33]=[C:34]4[CH2:37][CH2:36][CH2:35]4)[CH:26]=3)[CH2:20][CH2:19]2)[CH:13]=1)[C:2]1[CH:7]=[CH:6][CH:5]=[CH:4][CH:3]=1.[OH2:41].C[N+]1([O-])CC[O:46]CC1.C(OCC)(=O)C.CCCCCC. Given the product [OH:41][CH:33]([C:34]1([OH:46])[CH2:37][CH2:36][CH2:35]1)[C:32]([NH:31][C:27]1[CH:26]=[C:25]([CH:30]=[CH:29][CH:28]=1)[C:24]([N:21]1[CH2:22][CH2:23][CH:18]([C:14]2[CH:13]=[C:12]([CH:17]=[CH:16][CH:15]=2)[CH2:11][NH:10][C:9](=[O:40])[O:8][CH2:1][C:2]2[CH:7]=[CH:6][CH:5]=[CH:4][CH:3]=2)[CH2:19][CH2:20]1)=[O:39])=[O:38], predict the reactants needed to synthesize it. (3) Given the product [C:35]([C:32]1[CH:31]=[CH:30][C:29](/[CH:28]=[C:25](\[CH3:26])/[CH2:24][NH:1][C:2]2[CH:3]=[C:4]([C:8]3[N:13]4[N:14]=[CH:15][C:16]([C:17]([C:19]5[S:20][CH:21]=[CH:22][CH:23]=5)=[O:18])=[C:12]4[N:11]=[CH:10][CH:9]=3)[CH:5]=[CH:6][CH:7]=2)=[CH:34][CH:33]=1)([CH3:38])([CH3:37])[CH3:36], predict the reactants needed to synthesize it. The reactants are: [NH2:1][C:2]1[CH:3]=[C:4]([C:8]2[N:13]3[N:14]=[CH:15][C:16]([C:17]([C:19]4[S:20][CH:21]=[CH:22][CH:23]=4)=[O:18])=[C:12]3[N:11]=[CH:10][CH:9]=2)[CH:5]=[CH:6][CH:7]=1.[CH3:24][C:25](=[CH:28][C:29]1[CH:34]=[CH:33][C:32]([C:35]([CH3:38])([CH3:37])[CH3:36])=[CH:31][CH:30]=1)[CH:26]=O. (4) The reactants are: [OH:1][C:2]1[CH:6]=[C:5]([CH2:7][CH2:8][C:9]([OH:11])=O)[O:4][N:3]=1.CCN(C(C)C)C(C)C.[C:21]([N:28]1[CH2:33][CH2:32][CH:31]([CH2:34][NH2:35])[CH2:30][CH2:29]1)([O:23][C:24]([CH3:27])([CH3:26])[CH3:25])=[O:22]. Given the product [OH:1][C:2]1[CH:6]=[C:5]([CH2:7][CH2:8][C:9]([NH:35][CH2:34][CH:31]2[CH2:32][CH2:33][N:28]([C:21]([O:23][C:24]([CH3:27])([CH3:26])[CH3:25])=[O:22])[CH2:29][CH2:30]2)=[O:11])[O:4][N:3]=1, predict the reactants needed to synthesize it. (5) Given the product [NH2:8][C:4]1[CH:5]=[CH:6][CH:7]=[C:2]([F:1])[C:3]=1[N:11]1[CH:15]=[C:14]([CH:16]=[O:17])[C:13]([CH3:18])=[N:12]1, predict the reactants needed to synthesize it. The reactants are: [F:1][C:2]1[CH:7]=[CH:6][CH:5]=[C:4]([N+:8]([O-])=O)[C:3]=1[N:11]1[CH:15]=[C:14]([CH:16]=[O:17])[C:13]([CH3:18])=[N:12]1.N1C=CC=N1.C(O)(=O)C.